Dataset: Forward reaction prediction with 1.9M reactions from USPTO patents (1976-2016). Task: Predict the product of the given reaction. (1) Given the reactants C(O)(C(F)(F)F)=O.[F:8][C:9]1[CH:10]=[C:11]([C:15]2[CH:16]=[C:17]3[C:21](=[CH:22][CH:23]=2)[N:20](C2CCCCO2)[N:19]=[C:18]3[C:30]([NH:32][C:33]2[CH:34]=[N:35][C:36]([C:39]([F:42])([F:41])[F:40])=[CH:37][CH:38]=2)=[O:31])[CH:12]=[N:13][CH:14]=1.C([SiH](CC)CC)C, predict the reaction product. The product is: [F:8][C:9]1[CH:10]=[C:11]([C:15]2[CH:16]=[C:17]3[C:21](=[CH:22][CH:23]=2)[NH:20][N:19]=[C:18]3[C:30]([NH:32][C:33]2[CH:34]=[N:35][C:36]([C:39]([F:42])([F:40])[F:41])=[CH:37][CH:38]=2)=[O:31])[CH:12]=[N:13][CH:14]=1. (2) Given the reactants [CH3:1][C:2]1([C:8]([OH:10])=O)[CH2:7][CH2:6][O:5][CH2:4][CH2:3]1.C1C=CC2N(O)N=[N:17]C=2C=1.C(Cl)CCl, predict the reaction product. The product is: [CH3:1][C:2]1([C:8]([NH2:17])=[O:10])[CH2:7][CH2:6][O:5][CH2:4][CH2:3]1. (3) Given the reactants [F:1][C:2]([F:26])([F:25])[O:3][C:4]1[CH:9]=[CH:8][C:7]([CH:10]2[CH2:15][NH:14][CH2:13][CH:12]([NH:16][C:17](=[O:24])[C:18]3[CH:23]=[CH:22][CH:21]=[CH:20][CH:19]=3)[CH2:11]2)=[CH:6][CH:5]=1.[N:27]1([C:33](Cl)=[O:34])[CH2:32][CH2:31][O:30][CH2:29][CH2:28]1.C(N(CC)CC)C.O, predict the reaction product. The product is: [N:27]1([C:33]([N:14]2[CH2:15][CH:10]([C:7]3[CH:6]=[CH:5][C:4]([O:3][C:2]([F:1])([F:25])[F:26])=[CH:9][CH:8]=3)[CH2:11][CH:12]([NH:16][C:17]([C:18]3[CH:19]=[CH:20][CH:21]=[CH:22][CH:23]=3)=[O:24])[CH2:13]2)=[O:34])[CH2:32][CH2:31][O:30][CH2:29][CH2:28]1. (4) The product is: [N:14]1[N:11]2[CH2:12][CH2:13][NH:8][CH2:9][C:10]2=[C:16]([C:17]([NH:18][C:19]2[CH:20]=[C:21]([CH:22]=[CH:23][CH:24]=2)[CH2:25][NH:26][C:27]2[C:36]3[C:31](=[C:32]([C:37]([NH2:38])=[O:39])[CH:33]=[CH:34][CH:35]=3)[N:30]=[CH:29][N:28]=2)=[O:40])[CH:15]=1. Given the reactants C(OC([N:8]1[CH2:13][CH2:12][N:11]2[N:14]=[CH:15][C:16]([C:17](=[O:40])[NH:18][C:19]3[CH:24]=[CH:23][CH:22]=[C:21]([CH2:25][NH:26][C:27]4[C:36]5[C:31](=[C:32]([C:37](=[O:39])[NH2:38])[CH:33]=[CH:34][CH:35]=5)[N:30]=[CH:29][N:28]=4)[CH:20]=3)=[C:10]2[CH2:9]1)=O)(C)(C)C.Cl, predict the reaction product.